Dataset: Full USPTO retrosynthesis dataset with 1.9M reactions from patents (1976-2016). Task: Predict the reactants needed to synthesize the given product. Given the product [OH:28][C:6]1[C:5]([C:3]([NH:29][CH2:30][CH2:31][C:32]([OH:34])=[O:33])=[O:4])=[N:14][CH:13]=[C:12]2[C:7]=1[CH:8]=[C:9]([C:22]1[CH:23]=[CH:24][CH:25]=[CH:26][CH:27]=1)[C:10](=[O:21])[N:11]2[CH2:15][C:16]1[S:17][CH:18]=[CH:19][N:20]=1, predict the reactants needed to synthesize it. The reactants are: CO[C:3]([C:5]1[C:6]([OH:28])=[C:7]2[C:12](=[CH:13][N:14]=1)[N:11]([CH2:15][C:16]1[S:17][CH:18]=[CH:19][N:20]=1)[C:10](=[O:21])[C:9]([C:22]1[CH:27]=[CH:26][CH:25]=[CH:24][CH:23]=1)=[CH:8]2)=[O:4].[NH2:29][CH2:30][CH2:31][C:32]([OH:34])=[O:33].C[O-].[Na+].